From a dataset of Catalyst prediction with 721,799 reactions and 888 catalyst types from USPTO. Predict which catalyst facilitates the given reaction. (1) Reactant: CN(C=O)C.[CH3:6][C:7]1[C:8]2[CH:29]=[CH:28][CH:27]=[CH:26][C:9]=2[S:10][C:11]=1[NH:12][S:13]([C:16]1[CH:21]=[CH:20][C:19]([C:22]([O:24][CH3:25])=[O:23])=[CH:18][CH:17]=1)(=[O:15])=[O:14].C([O-])([O-])=O.[K+].[K+].[F:36][C:37]1[CH:44]=[CH:43][C:40]([CH2:41]Br)=[CH:39][C:38]=1[C:45]([F:48])([F:47])[F:46]. Product: [F:36][C:37]1[CH:44]=[CH:43][C:40]([CH2:41][N:12]([C:11]2[S:10][C:9]3[CH:26]=[CH:27][CH:28]=[CH:29][C:8]=3[C:7]=2[CH3:6])[S:13]([C:16]2[CH:17]=[CH:18][C:19]([C:22]([O:24][CH3:25])=[O:23])=[CH:20][CH:21]=2)(=[O:15])=[O:14])=[CH:39][C:38]=1[C:45]([F:46])([F:47])[F:48]. The catalyst class is: 161. (2) Reactant: [C:1]1([C:7]([C:15]2[CH:20]=[CH:19][CH:18]=[CH:17][CH:16]=2)([CH:9]2[CH2:14][CH2:13][NH:12][CH2:11][CH2:10]2)[OH:8])[CH:6]=[CH:5][CH:4]=[CH:3][CH:2]=1.C(#N)C.[C:24]([C:28]1[CH:36]=[CH:35][C:31]([C:32](Cl)=[O:33])=[CH:30][CH:29]=1)([CH3:27])([CH3:26])[CH3:25]. Product: [C:24]([C:28]1[CH:29]=[CH:30][C:31]([C:32]([N:12]2[CH2:13][CH2:14][CH:9]([C:7]([OH:8])([C:15]3[CH:20]=[CH:19][CH:18]=[CH:17][CH:16]=3)[C:1]3[CH:2]=[CH:3][CH:4]=[CH:5][CH:6]=3)[CH2:10][CH2:11]2)=[O:33])=[CH:35][CH:36]=1)([CH3:27])([CH3:25])[CH3:26]. The catalyst class is: 25. (3) Reactant: [N+:1]([C:4]1[CH:9]=[CH:8][C:7]([S:10](Cl)(=[O:12])=[O:11])=[CH:6][CH:5]=1)([O-:3])=[O:2].[N:14]1[CH:19]=[CH:18][CH:17]=[CH:16][CH:15]=1.N1CCCCC1. Product: [N+:1]([C:4]1[CH:9]=[CH:8][C:7]([S:10]([N:14]2[CH2:19][CH2:18][CH2:17][CH2:16][CH2:15]2)(=[O:12])=[O:11])=[CH:6][CH:5]=1)([O-:3])=[O:2]. The catalyst class is: 4.